Task: Predict the product of the given reaction.. Dataset: Forward reaction prediction with 1.9M reactions from USPTO patents (1976-2016) (1) Given the reactants C([O:3][C:4]([C:6]1[C:7](=[O:33])[NH:8][C:9]2[C:14]([CH:15]=1)=[CH:13][C:12](/[CH:16]=[CH:17]/[C:18](=[O:32])[N:19]([CH3:31])[CH2:20][C:21]1[S:25][C:24]3[CH:26]=[CH:27][CH:28]=[CH:29][C:23]=3[C:22]=1[CH3:30])=[CH:11][N:10]=2)=[O:5])C.[OH-].[Na+:35], predict the reaction product. The product is: [Na+:35].[CH3:31][N:19]([CH2:20][C:21]1[S:25][C:24]2[CH:26]=[CH:27][CH:28]=[CH:29][C:23]=2[C:22]=1[CH3:30])[C:18](/[CH:17]=[CH:16]/[C:12]1[CH:13]=[C:14]2[C:9](=[N:10][CH:11]=1)[NH:8][C:7](=[O:33])[C:6]([C:4]([O-:5])=[O:3])=[CH:15]2)=[O:32]. (2) Given the reactants FC(F)(F)C(O)=O.CS(O)(=O)=O.C([O:20][C:21]1[CH:30]=[C:29]2[C:24]([C:25]([O:31][C:32]3[C:33]([C:39]4[S:40][CH:41]=[CH:42][N:43]=4)=[N:34][C:35]([CH3:38])=[CH:36][CH:37]=3)=[CH:26][CH:27]=[N:28]2)=[CH:23][C:22]=1[O:44][CH3:45])C1C=CC=CC=1.C(=O)([O-])O.[Na+], predict the reaction product. The product is: [CH3:45][O:44][C:22]1[CH:23]=[C:24]2[C:29](=[CH:30][C:21]=1[OH:20])[N:28]=[CH:27][CH:26]=[C:25]2[O:31][C:32]1[C:33]([C:39]2[S:40][CH:41]=[CH:42][N:43]=2)=[N:34][C:35]([CH3:38])=[CH:36][CH:37]=1.